From a dataset of Experimental lipophilicity measurements (octanol/water distribution) for 4,200 compounds from AstraZeneca. Regression/Classification. Given a drug SMILES string, predict its absorption, distribution, metabolism, or excretion properties. Task type varies by dataset: regression for continuous measurements (e.g., permeability, clearance, half-life) or binary classification for categorical outcomes (e.g., BBB penetration, CYP inhibition). For this dataset (lipophilicity_astrazeneca), we predict Y. (1) The drug is CC(C)C(=O)NCCNCC(O)COc1ccc(O)cc1. The Y is -0.150 logD. (2) The compound is CC(C)C(=O)Nc1ccc2c(c1)C(=O)NC2=O. The Y is 1.55 logD. (3) The drug is CC(C)Cn1c(=O)n(C)c(=O)c2c(SCCCO)c(Cc3ccccc3C(F)(F)F)sc21. The Y is 4.05 logD. (4) The molecule is COCCNCc1cccc(CCNC[C@H](O)c2ccc(O)c3[nH]c(=O)sc23)c1. The Y is 0.0100 logD. (5) The drug is CCCNC(=O)c1nnc2c(-c3cncc(C(=O)N4CCC4)c3)cccc2c1N. The Y is 2.79 logD. (6) The compound is Nc1nc(CCc2ccccc2)cc(=O)[nH]1. The Y is 1.40 logD. (7) The drug is NC(=O)Nc1cc(-c2ccccc2)sc1C(N)=O. The Y is 2.43 logD. (8) The molecule is NC(=O)c1cccc(S[C@@H]2C[C@@H]3CC[C@H](C2)N3Cc2ccccc2)c1. The Y is 2.22 logD. (9) The Y is 3.28 logD. The drug is O=C(Nc1cccc2cccnc12)c1ccc(N2C(=O)[C@H]3[C@H]4C=C[C@H](C4)[C@H]3C2=O)cc1. (10) The drug is c1csc(Cn2nnnc2CN2CCN(c3nc4ccccc4s3)CC2)c1. The Y is 3.65 logD.